Task: Predict which catalyst facilitates the given reaction.. Dataset: Catalyst prediction with 721,799 reactions and 888 catalyst types from USPTO (1) Reactant: [NH2:1][C:2]1[CH:3]=[N:4][CH:5]=[C:6]([CH3:8])[CH:7]=1.N1C=CC=CC=1.Cl[C:16]([O:18][C:19]1[CH:24]=[CH:23][CH:22]=[CH:21][CH:20]=1)=[O:17]. Product: [CH3:8][C:6]1[CH:7]=[C:2]([NH:1][C:16](=[O:17])[O:18][C:19]2[CH:24]=[CH:23][CH:22]=[CH:21][CH:20]=2)[CH:3]=[N:4][CH:5]=1. The catalyst class is: 299. (2) Reactant: [CH3:1][C:2]1[N:3]([C:8]2[S:9][CH:10]=[C:11]([C:13]3[CH:18]=[CH:17][C:16]([C:19]([F:22])([F:21])[F:20])=[C:15](F)[CH:14]=3)[N:12]=2)[C:4]([CH3:7])=[CH:5][CH:6]=1.[CH3:24][O-:25].[Na+]. Product: [CH3:1][C:2]1[N:3]([C:8]2[S:9][CH:10]=[C:11]([C:13]3[CH:18]=[CH:17][C:16]([C:19]([F:22])([F:21])[F:20])=[C:15]([O:25][CH3:24])[CH:14]=3)[N:12]=2)[C:4]([CH3:7])=[CH:5][CH:6]=1. The catalyst class is: 7. (3) Reactant: [CH3:1][O:2][C:3]1[CH:4]=[C:5]([N:12]2[CH2:17][CH2:16][C:15](=O)[CH2:14][CH2:13]2)[CH:6]=[CH:7][C:8]=1[N+:9]([O-:11])=[O:10].[C@H:19]12[CH2:25][C@H:22]([NH:23][CH2:24]1)[CH2:21][N:20]2[C:26]([O:28][C:29]([CH3:32])([CH3:31])[CH3:30])=[O:27].CC(O)=O.C(O[BH-](OC(=O)C)OC(=O)C)(=O)C.[Na+].C([O-])(O)=O.[Na+]. Product: [CH3:1][O:2][C:3]1[CH:4]=[C:5]([N:12]2[CH2:17][CH2:16][CH:15]([N:23]3[CH2:24][C@@H:19]4[CH2:25][C@H:22]3[CH2:21][N:20]4[C:26]([O:28][C:29]([CH3:32])([CH3:31])[CH3:30])=[O:27])[CH2:14][CH2:13]2)[CH:6]=[CH:7][C:8]=1[N+:9]([O-:11])=[O:10]. The catalyst class is: 2. (4) Reactant: [Br:1][C:2]1[CH:3]=[CH:4][C:5]([F:25])=[C:6]([C@@:8]([NH:18][S@@](C(C)(C)C)=O)([CH2:11][C@H:12]([OH:17])[C:13]([F:16])([F:15])[F:14])[CH2:9][F:10])[CH:7]=1.CO.Cl. Product: [NH2:18][C@@:8]([C:6]1[CH:7]=[C:2]([Br:1])[CH:3]=[CH:4][C:5]=1[F:25])([CH2:9][F:10])[CH2:11][C@H:12]([OH:17])[C:13]([F:15])([F:16])[F:14]. The catalyst class is: 2.